This data is from Forward reaction prediction with 1.9M reactions from USPTO patents (1976-2016). The task is: Predict the product of the given reaction. (1) Given the reactants [CH3:1][O:2][C:3]1[C:8]2[O:9][C:10]3[CH:15]=[CH:14][C:13]([N+:16]([O-:18])=[O:17])=[CH:12][C:11]=3[C:7]=2[C:6]([CH:19]=[O:20])=[CH:5][CH:4]=1.[Mn]([O-])(=O)(=O)=[O:22].[K+], predict the reaction product. The product is: [CH3:1][O:2][C:3]1[C:8]2[O:9][C:10]3[CH:15]=[CH:14][C:13]([N+:16]([O-:18])=[O:17])=[CH:12][C:11]=3[C:7]=2[C:6]([C:19]([OH:22])=[O:20])=[CH:5][CH:4]=1. (2) Given the reactants [OH-].[K+].[CH2:3]([CH:10]1[CH2:15][CH2:14][N:13]([C:16]2[C:21]([C:22]3[CH:27]=[CH:26][C:25]([O:28][CH2:29][CH2:30][C:31]4[CH:36]=[CH:35][C:34]([F:37])=[CH:33][CH:32]=4)=[CH:24][CH:23]=3)=[C:20]([CH3:38])[N:19]=[C:18]([CH3:39])[C:17]=2[C@H:40]([O:47][C:48]([CH3:51])([CH3:50])[CH3:49])[C:41]([O:43]C(C)C)=[O:42])[CH2:12][CH2:11]1)[C:4]1[CH:9]=[CH:8][CH:7]=[CH:6][CH:5]=1.Cl, predict the reaction product. The product is: [CH2:3]([CH:10]1[CH2:11][CH2:12][N:13]([C:16]2[C:21]([C:22]3[CH:27]=[CH:26][C:25]([O:28][CH2:29][CH2:30][C:31]4[CH:36]=[CH:35][C:34]([F:37])=[CH:33][CH:32]=4)=[CH:24][CH:23]=3)=[C:20]([CH3:38])[N:19]=[C:18]([CH3:39])[C:17]=2[C@H:40]([O:47][C:48]([CH3:51])([CH3:50])[CH3:49])[C:41]([OH:43])=[O:42])[CH2:14][CH2:15]1)[C:4]1[CH:9]=[CH:8][CH:7]=[CH:6][CH:5]=1. (3) Given the reactants ClB(Cl)Cl.C(Cl)Cl.C([O:11][C:12]1[CH:17]=[C:16]([O:18]CC=C)[C:15]([CH:22]([CH3:24])[CH3:23])=[CH:14][C:13]=1[C:25]1[N:26]([C:31]2[CH:36]=[CH:35][C:34]([C:37]([N:39]3[CH2:44][CH2:43][O:42][CH2:41][CH2:40]3)=[O:38])=[CH:33][CH:32]=2)[C:27](=[O:30])[NH:28][N:29]=1)C=C.C(=O)([O-])O.[Na+], predict the reaction product. The product is: [OH:11][C:12]1[CH:17]=[C:16]([OH:18])[C:15]([CH:22]([CH3:23])[CH3:24])=[CH:14][C:13]=1[C:25]1[N:26]([C:31]2[CH:32]=[CH:33][C:34]([C:37]([N:39]3[CH2:40][CH2:41][O:42][CH2:43][CH2:44]3)=[O:38])=[CH:35][CH:36]=2)[C:27](=[O:30])[NH:28][N:29]=1. (4) Given the reactants [NH2:1][C:2]1[CH:10]=[C:9]([CH3:11])[CH:8]=[C:7]([CH3:12])[C:3]=1[C:4](O)=[O:5].CC[N:15]=C=NCCCN(C)C.C1C=CC2N(O)N=NC=2C=1.CN1CCOCC1.[OH-].[NH4+], predict the reaction product. The product is: [NH2:1][C:2]1[CH:10]=[C:9]([CH3:11])[CH:8]=[C:7]([CH3:12])[C:3]=1[C:4]([NH2:15])=[O:5]. (5) Given the reactants Cl[C:2]1[N:7]=[C:6](Cl)[C:5]([F:9])=[CH:4][N:3]=1.[OH:10][C:11]1[CH:12]=[C:13]([CH:15]=[CH:16][C:17]=1[CH3:18])[NH2:14], predict the reaction product. The product is: [OH:10][C:11]1[CH:12]=[C:13]([NH:14][C:2]2[N:7]=[C:6]([NH:14][C:13]3[CH:15]=[CH:16][C:17]([CH3:18])=[C:11]([OH:10])[CH:12]=3)[C:5]([F:9])=[CH:4][N:3]=2)[CH:15]=[CH:16][C:17]=1[CH3:18]. (6) Given the reactants [CH3:13][C:12]([O:11][C:9](O[C:9]([O:11][C:12]([CH3:15])([CH3:14])[CH3:13])=[O:10])=[O:10])([CH3:15])[CH3:14].[Br:16][C:17]1[CH:27]=[N:26][C:20]2[NH:21][CH2:22][C:23](=[O:25])[NH:24][C:19]=2[CH:18]=1.C(N(CC)CC)C, predict the reaction product. The product is: [C:12]([O:11][C:9]([N:21]1[CH2:22][C:23](=[O:25])[NH:24][C:19]2[CH:18]=[C:17]([Br:16])[CH:27]=[N:26][C:20]1=2)=[O:10])([CH3:13])([CH3:14])[CH3:15]. (7) Given the reactants O.[Cl:2][C:3]1[CH:4]=[C:5]([CH:10]=[CH:11][C:12]=1[OH:13])[C:6]([O:8][CH3:9])=[O:7].C(=O)([O-])[O-].[K+].[K+].Cl[CH2:21][C:22]([CH3:25])([OH:24])[CH3:23], predict the reaction product. The product is: [Cl:2][C:3]1[CH:4]=[C:5]([CH:10]=[CH:11][C:12]=1[O:13][CH2:21][C:22]([OH:24])([CH3:25])[CH3:23])[C:6]([O:8][CH3:9])=[O:7].